This data is from Reaction yield outcomes from USPTO patents with 853,638 reactions. The task is: Predict the reaction yield, written as a fraction of the theoretical maximum amount of product (1.0 means a 100% yield; for example, 0.34 means a 34% yield). (1) The reactants are [CH:1]1([C:6]2[CH:7]=[CH:8][C:9]3[O:13][C:12]([C:14]4[CH:15]=[C:16]5[C:21](=[CH:22][CH:23]=4)[CH2:20][N:19]([CH2:24][CH2:25][C:26]([O:28]C(C)(C)C)=[O:27])[CH2:18][CH2:17]5)=[CH:11][C:10]=3[CH:33]=2)[CH2:5][CH2:4][CH2:3][CH2:2]1.C(O)(C(F)(F)F)=O. The catalyst is C(Cl)Cl. The product is [CH:1]1([C:6]2[CH:7]=[CH:8][C:9]3[O:13][C:12]([C:14]4[CH:15]=[C:16]5[C:21](=[CH:22][CH:23]=4)[CH2:20][N:19]([CH2:24][CH2:25][C:26]([OH:28])=[O:27])[CH2:18][CH2:17]5)=[CH:11][C:10]=3[CH:33]=2)[CH2:2][CH2:3][CH2:4][CH2:5]1. The yield is 0.900. (2) The reactants are C(OC(=O)C)C.Cl.[F:8][C:9]1[CH:18]=[CH:17][C:16]([O:19][CH2:20][CH2:21][CH3:22])=[C:15]2[C:10]=1[C:11](=[O:48])[C:12]([C:40]1[CH:45]=[CH:44][C:43]([O:46][CH3:47])=[CH:42][CH:41]=1)=[CH:13][N:14]2[CH2:23][C:24]([NH:26][CH:27]1[CH2:32][CH2:31][N:30](C(OC(C)(C)C)=O)[CH2:29][CH2:28]1)=[O:25]. The catalyst is C(O)C. The product is [F:8][C:9]1[CH:18]=[CH:17][C:16]([O:19][CH2:20][CH2:21][CH3:22])=[C:15]2[C:10]=1[C:11](=[O:48])[C:12]([C:40]1[CH:41]=[CH:42][C:43]([O:46][CH3:47])=[CH:44][CH:45]=1)=[CH:13][N:14]2[CH2:23][C:24]([NH:26][CH:27]1[CH2:28][CH2:29][NH:30][CH2:31][CH2:32]1)=[O:25]. The yield is 0.270. (3) The reactants are [NH2:1][C:2]1[CH:3]=[C:4]([CH:21]=[CH:22][CH:23]=1)[O:5][C:6]1[CH:7]=[CH:8][C:9]2[N:10]([CH:12]=[C:13]([NH:15][C:16]([CH:18]3[CH2:20][CH2:19]3)=[O:17])[N:14]=2)[N:11]=1.[Cl:24][C:25]1[CH:30]=[C:29]([C:31](O)=[O:32])[CH:28]=[C:27]([CH3:34])[N:26]=1.Cl.CN(C)CCCN=C=NCC.ON1C2C=CC=CC=2N=N1.[Cl-].[NH4+]. The catalyst is CN(C)C=O. The product is [Cl:24][C:25]1[CH:30]=[C:29]([CH:28]=[C:27]([CH3:34])[N:26]=1)[C:31]([NH:1][C:2]1[CH:23]=[CH:22][CH:21]=[C:4]([O:5][C:6]2[CH:7]=[CH:8][C:9]3[N:10]([CH:12]=[C:13]([NH:15][C:16]([CH:18]4[CH2:20][CH2:19]4)=[O:17])[N:14]=3)[N:11]=2)[CH:3]=1)=[O:32]. The yield is 0.820. (4) The reactants are [CH2:1]([O:8][C:9](=[O:20])[N:10]([CH2:17][CH:18]=C)[CH:11](C)[CH2:12][CH2:13][CH:14]=[CH2:15])[C:2]1[CH:7]=[CH:6][CH:5]=[CH:4][CH:3]=1. The catalyst is C(Cl)Cl.C=CC1C=CC=CC=1.C1C=CC(P(C2C=CC=CC=2)C2C=CC=CC=2)=CC=1.C1C=CC(P(C2C=CC=CC=2)C2C=CC=CC=2)=CC=1.Cl[Ru]Cl. The product is [CH2:1]([O:8][C:9]([N:10]1[CH2:11][CH:12]=[CH:13][CH2:14][CH2:15][CH:17]1[CH3:18])=[O:20])[C:2]1[CH:3]=[CH:4][CH:5]=[CH:6][CH:7]=1. The yield is 0.920. (5) The reactants are Cl.Cl.[N:3]1[CH:8]=[CH:7][CH:6]=[CH:5][C:4]=1[C:9]1([NH2:12])[CH2:11][CH2:10]1.CN(C(ON1N=NC2C=CC=NC1=2)=[N+](C)C)C.F[P-](F)(F)(F)(F)F.CCN(C(C)C)C(C)C.[F:46][C:47]1[CH:52]=[CH:51][C:50]([C:53]2[O:54][C:55]3[CH:65]=[C:64]([N:66]([CH2:71][CH2:72][OH:73])[S:67]([CH3:70])(=[O:69])=[O:68])[C:63]([C:74]4[CH:75]=[C:76]([CH:80]=[CH:81][CH:82]=4)[C:77](O)=[O:78])=[CH:62][C:56]=3[C:57]=2[C:58](=[O:61])[NH:59][CH3:60])=[CH:49][CH:48]=1. The catalyst is CN(C=O)C.CCOC(C)=O. The product is [F:46][C:47]1[CH:52]=[CH:51][C:50]([C:53]2[O:54][C:55]3[CH:65]=[C:64]([N:66]([CH2:71][CH2:72][OH:73])[S:67]([CH3:70])(=[O:69])=[O:68])[C:63]([C:74]4[CH:82]=[CH:81][CH:80]=[C:76]([C:77](=[O:78])[NH:12][C:9]5([C:4]6[CH:5]=[CH:6][CH:7]=[CH:8][N:3]=6)[CH2:11][CH2:10]5)[CH:75]=4)=[CH:62][C:56]=3[C:57]=2[C:58]([NH:59][CH3:60])=[O:61])=[CH:49][CH:48]=1. The yield is 0.320. (6) The reactants are C(O)(C(F)(F)F)=O.[Cl:8][C:9]1[CH:28]=[CH:27][C:12]([CH2:13][CH:14]([CH2:19][C:20]([O:22]C(C)(C)C)=[O:21])[C:15]([O:17][CH3:18])=[O:16])=[CH:11][CH:10]=1. The catalyst is C(Cl)Cl. The product is [Cl:8][C:9]1[CH:10]=[CH:11][C:12]([CH2:13][CH:14]([C:15]([O:17][CH3:18])=[O:16])[CH2:19][C:20]([OH:22])=[O:21])=[CH:27][CH:28]=1. The yield is 0.950. (7) The reactants are Cl[C:2]1[N:3]([CH2:10][C@:11]([OH:27])([CH3:26])[CH2:12][N:13]2[CH2:18][CH2:17][N:16]([C:19]([O:21][C:22]([CH3:25])([CH3:24])[CH3:23])=[O:20])[CH2:15][CH2:14]2)[CH:4]=[C:5]([N+:7]([O-:9])=[O:8])[N:6]=1.[H-].[Na+].C(OCC)(=O)C.O. The catalyst is CN(C=O)C. The product is [CH3:26][C@@:11]1([CH2:12][N:13]2[CH2:18][CH2:17][N:16]([C:19]([O:21][C:22]([CH3:25])([CH3:24])[CH3:23])=[O:20])[CH2:15][CH2:14]2)[O:27][C:2]2=[N:6][C:5]([N+:7]([O-:9])=[O:8])=[CH:4][N:3]2[CH2:10]1. The yield is 0.710.